This data is from Full USPTO retrosynthesis dataset with 1.9M reactions from patents (1976-2016). The task is: Predict the reactants needed to synthesize the given product. (1) Given the product [NH2:1][C:2]1[C:3]([I:19])=[CH:4][C:5]([F:18])=[C:6]([C@:8]2([CH3:17])[C:13]([F:14])([F:15])[CH2:12][O:11][C:10]([NH2:16])=[N:9]2)[CH:7]=1, predict the reactants needed to synthesize it. The reactants are: [NH2:1][C:2]1[CH:3]=[CH:4][C:5]([F:18])=[C:6]([C@:8]2([CH3:17])[C:13]([F:15])([F:14])[CH2:12][O:11][C:10]([NH2:16])=[N:9]2)[CH:7]=1.[I-:19].[NH4+].OO. (2) Given the product [CH2:18]([NH:20][CH2:11][CH2:10][CH2:9][S:6]([CH2:5][CH2:4][CH2:3][C:2]([F:17])([F:1])[C:13]([F:16])([F:15])[F:14])(=[O:8])=[O:7])[CH3:19], predict the reactants needed to synthesize it. The reactants are: [F:1][C:2]([F:17])([C:13]([F:16])([F:15])[F:14])[CH2:3][CH2:4][CH2:5][S:6]([CH2:9][CH2:10][CH2:11]Cl)(=[O:8])=[O:7].[CH2:18]([NH2:20])[CH3:19]. (3) Given the product [CH3:40][S:41]([OH:44])(=[O:43])=[O:42].[O:13]1[C:16]2[CH:17]=[CH:18][CH:19]=[CH:20][C:15]=2[N:14]=[C:11]1[C:9]1[CH:8]=[CH:7][C:5]2[N:6]=[C:2]([CH3:1])[NH:3][C:4]=2[CH:10]=1, predict the reactants needed to synthesize it. The reactants are: [CH3:1][C:2]1[NH:3][C:4]2[CH:10]=[C:9]([C:11]([OH:13])=O)[CH:8]=[CH:7][C:5]=2[N:6]=1.[NH2:14][C:15]1[CH:20]=[CH:19][CH:18]=[CH:17][C:16]=1O.C(N(CC)CC)C.CCN=C=NCCCN(C)C.[CH3:40][S:41]([OH:44])(=[O:43])=[O:42]. (4) Given the product [NH:10]([C:31]([O:33][CH2:34][CH:35]1[C:36]2[C:41](=[CH:40][CH:39]=[CH:38][CH:37]=2)[C:42]2[C:47]1=[CH:46][CH:45]=[CH:44][CH:43]=2)=[O:32])[C@H:11]([C:28]([N:56]1[CH2:57][CH2:58][CH2:59][C@H:55]1[C:54]([O:53][C:49]([CH3:51])([CH3:52])[CH3:50])=[O:60])=[O:29])[CH2:12][C:13]1[CH:14]=[CH:15][C:16]([O:19][C:20]([C:22]2[CH:23]=[CH:24][CH:25]=[CH:26][CH:27]=2)=[O:21])=[CH:17][CH:18]=1, predict the reactants needed to synthesize it. The reactants are: C(N(C(C)C)CC)(C)C.[NH:10]([C:31]([O:33][CH2:34][CH:35]1[C:47]2[C:42](=[CH:43][CH:44]=[CH:45][CH:46]=2)[C:41]2[C:36]1=[CH:37][CH:38]=[CH:39][CH:40]=2)=[O:32])[C@H:11]([C:28](O)=[O:29])[CH2:12][C:13]1[CH:18]=[CH:17][C:16]([O:19][C:20]([C:22]2[CH:27]=[CH:26][CH:25]=[CH:24][CH:23]=2)=[O:21])=[CH:15][CH:14]=1.Cl.[C:49]([O:53][C:54](=[O:60])[C@@H:55]1[CH2:59][CH2:58][CH2:57][NH:56]1)([CH3:52])([CH3:51])[CH3:50].CN(C(ON1N=NC2C=CC=NC1=2)=[N+](C)C)C.F[P-](F)(F)(F)(F)F. (5) Given the product [CH3:27][C@H:10]1[C@@H:11]([N:14]2[C:18]3=[C:19]4[CH:25]=[CH:24][NH:23][C:20]4=[N:21][CH:22]=[C:17]3[NH:16][C:15]2=[O:26])[CH2:12][CH2:13][NH:8][CH2:9]1, predict the reactants needed to synthesize it. The reactants are: C([N:8]1[CH2:13][CH2:12][C@H:11]([N:14]2[C:18]3=[C:19]4[CH:25]=[CH:24][NH:23][C:20]4=[N:21][CH:22]=[C:17]3[NH:16][C:15]2=[O:26])[C@H:10]([CH3:27])[CH2:9]1)C1C=CC=CC=1. (6) Given the product [CH3:2][CH:3]([O:15][CH:16]([CH2:18][S:25]([O-:28])(=[O:27])=[O:26])[CH2:17][S:19]([O-:22])(=[O:21])=[O:20])[CH2:4][CH2:5][CH2:6][CH2:7][CH2:8][CH2:9][CH2:10][CH2:11][CH2:12][CH3:13].[Na+:23].[Na+:23], predict the reactants needed to synthesize it. The reactants are: Cl[CH2:2][CH:3]([O:15][CH:16]([CH3:18])[CH3:17])[CH:4](Cl)[CH2:5][CH2:6][CH2:7][CH2:8][CH2:9][CH2:10][CH2:11][CH2:12][CH3:13].[S:19]([O-:22])([O-:21])=[O:20].[Na+:23].[Na+].[S:25](S([O-])=O)([O-:28])(=[O:27])=[O:26].[Na+].[Na+].C(=O)([O-])[O-].[Na+].[Na+].